This data is from Reaction yield outcomes from USPTO patents with 853,638 reactions. The task is: Predict the reaction yield, written as a fraction of the theoretical maximum amount of product (1.0 means a 100% yield; for example, 0.34 means a 34% yield). (1) The reactants are [N:1]1C=CC=C[C:2]=1CN.Cl.[CH3:10][N:11]1[CH:15]=[CH:14][C:13](CN)=[N:12]1.[F:18][C:19]1[CH:48]=[CH:47][C:22]([CH2:23][N:24]2[CH2:28][CH2:27][N:26]([C:29]3[CH:33]=[C:32]([C:34](O)=[O:35])[N:31](CC4C=CC(OC)=CC=4)[N:30]=3)[C:25]2=[O:46])=[CH:21][CH:20]=1. No catalyst specified. The product is [F:18][C:19]1[CH:20]=[CH:21][C:22]([CH2:23][N:24]2[CH2:28][CH2:27][N:26]([C:29]3[CH:33]=[C:32]([C:34]([NH:1][CH2:2][C:14]4[CH:13]=[N:12][N:11]([CH3:10])[CH:15]=4)=[O:35])[NH:31][N:30]=3)[C:25]2=[O:46])=[CH:47][CH:48]=1. The yield is 0.490. (2) The reactants are S([O:6][CH3:7])(OC)(=O)=O.[Br:8][C:9]1[CH:14]=[C:13]([CH2:15][OH:16])[CH:12]=[C:11]([O:17][CH3:18])[C:10]=1O.[OH-].[K+].Cl.[CH2:23]1COCC1. The catalyst is C(OCC)C. The product is [Br:8][C:9]1[CH:14]=[C:13]([CH2:15][O:16][CH3:23])[CH:12]=[C:11]([O:17][CH3:18])[C:10]=1[O:6][CH3:7]. The yield is 0.995. (3) The reactants are Cl.[OH:2][CH2:3][CH2:4][N:5]([CH:28]([CH3:30])[CH3:29])[C:6]([C:8]1[N:17]=[C:16]2[N:10]([CH2:11][CH2:12][O:13][C:14]3[CH:21]=[C:20]([CH:22]4[CH2:27][CH2:26][NH:25][CH2:24][CH2:23]4)[CH:19]=[CH:18][C:15]=32)[CH:9]=1)=[O:7].C(=O)([O-])[O-].[K+].[K+].[CH3:37][N:38]([CH3:43])[C:39](=[O:42])[CH2:40]Cl. The catalyst is CN(C=O)C. The product is [CH3:37][N:38]([CH3:43])[C:39](=[O:42])[CH2:40][N:25]1[CH2:26][CH2:27][CH:22]([C:20]2[CH:19]=[CH:18][C:15]3[C:16]4[N:10]([CH:9]=[C:8]([C:6]([N:5]([CH2:4][CH2:3][OH:2])[CH:28]([CH3:30])[CH3:29])=[O:7])[N:17]=4)[CH2:11][CH2:12][O:13][C:14]=3[CH:21]=2)[CH2:23][CH2:24]1. The yield is 0.200. (4) The reactants are [CH:1]1[C:11]2[CH:10]([OH:12])[C:9]3[CH:13]=[CH:14][CH:15]=[CH:16][C:8]=3[CH2:7][O:6][C:5]=2[CH:4]=[CH:3][CH:2]=1.[H-].[Na+].[C:19]([O:23]C(=O)CBr)(C)(C)[CH3:20].[H-].[Al+3].[Li+].[H-].[H-].[H-]. The catalyst is C1COCC1.CCOCC. The product is [CH:1]1[C:11]2[CH:10]([O:12][CH2:20][CH2:19][OH:23])[C:9]3[CH:13]=[CH:14][CH:15]=[CH:16][C:8]=3[CH2:7][O:6][C:5]=2[CH:4]=[CH:3][CH:2]=1. The yield is 0.210. (5) The reactants are CCCC[N+](CCCC)(CCCC)CCCC.[F-].[CH2:19]([S:21]([N:24]1[CH2:29][CH2:28][CH:27]([C:30]2[C:38]3[C:33](=[C:34]([C:48]#[N:49])[CH:35]=[C:36]([O:39][C:40]4[CH:45]=[CH:44][C:43]([O:46][CH3:47])=[CH:42][CH:41]=4)[CH:37]=3)[N:32](COCC[Si](C)(C)C)[CH:31]=2)[CH2:26][CH2:25]1)(=[O:23])=[O:22])[CH3:20].CCOC(C)=O.O. The catalyst is C1COCC1. The product is [CH2:19]([S:21]([N:24]1[CH2:25][CH2:26][CH:27]([C:30]2[C:38]3[C:33](=[C:34]([C:48]#[N:49])[CH:35]=[C:36]([O:39][C:40]4[CH:41]=[CH:42][C:43]([O:46][CH3:47])=[CH:44][CH:45]=4)[CH:37]=3)[NH:32][CH:31]=2)[CH2:28][CH2:29]1)(=[O:23])=[O:22])[CH3:20]. The yield is 0.500.